This data is from Reaction yield outcomes from USPTO patents with 853,638 reactions. The task is: Predict the reaction yield, written as a fraction of the theoretical maximum amount of product (1.0 means a 100% yield; for example, 0.34 means a 34% yield). (1) The reactants are [CH3:1][C:2]([CH3:37])([CH3:36])[C:3](=[O:35])[CH2:4][O:5][C:6]1[CH:11]=[CH:10][C:9]([C:12]([C:17]2[CH:18]=[CH:19][C:20]3[O:24][C:23]([C:25]([N:27]([CH2:29][C:30]([OH:32])=[O:31])[CH3:28])=[O:26])=[CH:22][C:21]=3[CH:33]=2)([CH2:15][CH3:16])[CH2:13][CH3:14])=[CH:8][C:7]=1[CH3:34].[BH4-].[Na+]. The catalyst is C1COCC1. The product is [CH2:13]([C:12]([C:17]1[CH:18]=[CH:19][C:20]2[O:24][C:23]([C:25]([N:27]([CH2:29][C:30]([OH:32])=[O:31])[CH3:28])=[O:26])=[CH:22][C:21]=2[CH:33]=1)([C:9]1[CH:10]=[CH:11][C:6]([O:5][CH2:4][CH:3]([OH:35])[C:2]([CH3:36])([CH3:37])[CH3:1])=[C:7]([CH3:34])[CH:8]=1)[CH2:15][CH3:16])[CH3:14]. The yield is 0.920. (2) The reactants are [CH2:1]([O:3][C:4]([CH:6]1[CH:11]([NH:12][S:13]([C:16]2[CH:21]=[CH:20][C:19]([O:22][CH2:23][C:24]3[C:33]4[C:28](=[CH:29][CH:30]=[CH:31][CH:32]=4)[N:27]=[C:26]([CH3:34])[CH:25]=3)=[CH:18][CH:17]=2)(=[O:15])=[O:14])[CH2:10][CH2:9][NH:8][CH2:7]1)=[O:5])[CH3:2].Br[CH2:36][CH2:37][OH:38]. The catalyst is C(Cl)Cl. The product is [CH2:1]([O:3][C:4]([CH:6]1[CH:11]([NH:12][S:13]([C:16]2[CH:17]=[CH:18][C:19]([O:22][CH2:23][C:24]3[C:33]4[C:28](=[CH:29][CH:30]=[CH:31][CH:32]=4)[N:27]=[C:26]([CH3:34])[CH:25]=3)=[CH:20][CH:21]=2)(=[O:15])=[O:14])[CH2:10][CH2:9][N:8]([CH2:36][CH2:37][OH:38])[CH2:7]1)=[O:5])[CH3:2]. The yield is 0.920. (3) The reactants are [CH:1]([C:3]1[S:7][C:6]([C:8]([OH:10])=[O:9])=[CH:5][CH:4]=1)=[O:2].C(OC(O[C:14]([CH3:17])([CH3:16])[CH3:15])=O)(O[C:14]([CH3:17])([CH3:16])[CH3:15])=O.N1C=CC=CC=1. The catalyst is C(O)(C)(C)C.ClCCl. The product is [C:14]([O:9][C:8]([C:6]1[S:7][C:3]([CH:1]=[O:2])=[CH:4][CH:5]=1)=[O:10])([CH3:17])([CH3:16])[CH3:15]. The yield is 0.940. (4) The reactants are Cl[C:2]1[CH:3]=[C:4]([NH:11][C:12]2[CH:17]=[CH:16][CH:15]=[C:14]([N:18]3[CH2:22][CH2:21][CH2:20][CH:19]3[CH3:23])[N:13]=2)[C:5]2[N:6]([CH:8]=[CH:9][N:10]=2)[N:7]=1.[C:24]([C:26]1[CH:27]=[C:28](B(O)O)[CH:29]=[CH:30][CH:31]=1)#[N:25].CC(C1C=C(C(C)C)C(C2C=CC=CC=2P(C2CCCCC2)C2CCCCC2)=C(C(C)C)C=1)C.C([O-])([O-])=O.[Na+].[Na+]. The catalyst is O1CCOCC1.O.C1C=CC(/C=C/C(/C=C/C2C=CC=CC=2)=O)=CC=1.C1C=CC(/C=C/C(/C=C/C2C=CC=CC=2)=O)=CC=1.[Pd]. The product is [CH3:23][CH:19]1[CH2:20][CH2:21][CH2:22][N:18]1[C:14]1[N:13]=[C:12]([NH:11][C:4]2[C:5]3[N:6]([CH:8]=[CH:9][N:10]=3)[N:7]=[C:2]([C:30]3[CH:31]=[C:26]([CH:27]=[CH:28][CH:29]=3)[C:24]#[N:25])[CH:3]=2)[CH:17]=[CH:16][CH:15]=1. The yield is 0.500. (5) The reactants are [CH2:1]([O:3][C:4](=[O:28])[C:5]1[CH:10]=[C:9](Br)[CH:8]=[C:7]([N:12]([CH2:20][C:21]2[CH:26]=[CH:25][CH:24]=[CH:23][CH:22]=2)[CH2:13][C:14]2[CH:19]=[CH:18][CH:17]=[CH:16][CH:15]=2)[C:6]=1[F:27])[CH3:2].C1(P(C2C=CC=CC=2)CCCCP(C2C=CC=CC=2)C2C=CC=CC=2)C=CC=CC=1.C(N(CC)CC)C.[OH2:66].[C]=O.[C:69]([OH:73])(C)(C)C. The catalyst is C([O-])(=O)C.[Pd+2].C([O-])(=O)C.CS(C)=O. The product is [CH2:1]([O:3][C:4](=[O:28])[C:5]1[CH:10]=[C:9]([CH:8]=[C:7]([N:12]([CH2:20][C:21]2[CH:26]=[CH:25][CH:24]=[CH:23][CH:22]=2)[CH2:13][C:14]2[CH:19]=[CH:18][CH:17]=[CH:16][CH:15]=2)[C:6]=1[F:27])[C:69]([OH:73])=[O:66])[CH3:2]. The yield is 0.550.